From a dataset of Full USPTO retrosynthesis dataset with 1.9M reactions from patents (1976-2016). Predict the reactants needed to synthesize the given product. (1) Given the product [F:11][C:12]([F:20])([F:19])[C:13](=[O:18])[CH2:14][C:15]([C:25]1[CH:26]=[CH:27][C:22]([F:21])=[CH:23][CH:24]=1)([CH3:17])[CH3:16], predict the reactants needed to synthesize it. The reactants are: CCOCC.C1COCC1.[F:11][C:12]([F:20])([F:19])[C:13](=[O:18])[CH:14]=[C:15]([CH3:17])[CH3:16].[F:21][C:22]1[CH:27]=[CH:26][C:25]([Mg]Br)=[CH:24][CH:23]=1. (2) Given the product [NH2:14][C:4]1[N:3]=[C:2]([Cl:1])[C:7]([N:8]=[CH:9][N:10]([CH3:11])[CH3:12])=[C:6]([Cl:13])[N:5]=1, predict the reactants needed to synthesize it. The reactants are: [Cl:1][C:2]1[C:7]([N:8]=[CH:9][N:10]([CH3:12])[CH3:11])=[C:6]([Cl:13])[N:5]=[C:4]([N:14]=CN(C)C)[N:3]=1.Cl.C(Cl)(Cl)Cl.CO.[OH-].[NH4+]. (3) Given the product [Cl:25][C:2]1[C:3]([Cl:12])=[C:4]([Cl:11])[C:5]2[N:6]([CH:8]=[CH:9][N:10]=2)[N:7]=1, predict the reactants needed to synthesize it. The reactants are: O[C:2]1[C:3]([Cl:12])=[C:4]([Cl:11])[C:5]2[N:6]([CH:8]=[CH:9][N:10]=2)[N:7]=1.CCOC1C=CC(N)=CC=1.O=P(Cl)(Cl)[Cl:25]. (4) Given the product [ClH:28].[F:1][C:2]1[CH:26]=[C:25]([F:27])[CH:24]=[CH:23][C:3]=1[CH2:4][CH2:5][N:6]1[CH2:7][CH2:8][N:9]([C:12]([C:14]2[C:15]3[N:16]([CH:20]=[CH:21][N:22]=3)[CH:17]=[CH:18][CH:19]=2)=[O:13])[CH2:10][CH2:11]1, predict the reactants needed to synthesize it. The reactants are: [F:1][C:2]1[CH:26]=[C:25]([F:27])[CH:24]=[CH:23][C:3]=1[CH2:4][CH2:5][N:6]1[CH2:11][CH2:10][N:9]([C:12]([C:14]2[C:15]3[N:16]([CH:20]=[CH:21][N:22]=3)[CH:17]=[CH:18][CH:19]=2)=[O:13])[CH2:8][CH2:7]1.[ClH:28]. (5) Given the product [CH:11]([C:7]1[CH:8]=[CH:9][CH:10]=[C:5]([CH:2]([CH3:4])[CH3:3])[C:6]=1[C:14]1[CH:15]=[C:16]([N:20]2[C:21]3=[N:22][CH:23]=[CH:24][N:25]=[C:26]3[N:27]([C:28]3[CH:29]=[C:30]([CH3:35])[CH:31]=[C:32]([CH3:34])[CH:33]=3)[CH:36]2[O:37][CH2:38][CH3:39])[CH:17]=[CH:18][CH:19]=1)([CH3:13])[CH3:12], predict the reactants needed to synthesize it. The reactants are: [Cl-].[CH:2]([C:5]1[CH:10]=[CH:9][CH:8]=[C:7]([CH:11]([CH3:13])[CH3:12])[C:6]=1[C:14]1[CH:15]=[C:16]([NH2+:20][C:21]2[C:26]([NH:27][C:28]3[CH:33]=[C:32]([CH3:34])[CH:31]=[C:30]([CH3:35])[CH:29]=3)=[N:25][CH:24]=[CH:23][N:22]=2)[CH:17]=[CH:18][CH:19]=1)([CH3:4])[CH3:3].[CH:36](OCC)(OCC)[O:37][CH2:38][CH3:39]. (6) Given the product [OH:16][CH:17]1[CH2:21][CH2:20][N:19]([CH2:22][CH2:15][C:14]2[NH:3][C:4](=[O:13])[C:5]3[C:6]([CH:12]=2)=[CH:7][CH:8]=[CH:9][CH:10]=3)[CH2:18]1, predict the reactants needed to synthesize it. The reactants are: C([N:3]([CH2:14][CH3:15])[C:4](=[O:13])[C:5]1[CH:10]=[CH:9][CH:8]=[C:7](C)[C:6]=1[CH3:12])C.[OH:16][CH:17]1[CH2:21][CH2:20][N:19]([CH2:22]CC#N)[CH2:18]1. (7) Given the product [Cl:10][C:11]1[CH:12]=[CH:13][C:14]([CH:17]2[CH2:22][C:23]3([CH2:2][CH2:1]3)[NH:24][C:18]2=[O:20])=[CH:15][CH:16]=1, predict the reactants needed to synthesize it. The reactants are: [CH3:1][CH2:2][Mg+].[Br-].C1COCC1.[Cl:10][C:11]1[CH:16]=[CH:15][C:14]([CH:17]([CH2:22][C:23]#[N:24])[C:18]([O:20]C)=O)=[CH:13][CH:12]=1.O.